Predict the reactants needed to synthesize the given product. From a dataset of Full USPTO retrosynthesis dataset with 1.9M reactions from patents (1976-2016). (1) Given the product [Br:1][C:2]1[CH:3]=[N:4][C:5]([N:15]2[CH2:16][CH:17]([CH3:18])[CH:13]([CH3:12])[CH2:14]2)=[C:6]([CH:9]=1)[CH:7]=[O:8], predict the reactants needed to synthesize it. The reactants are: [Br:1][C:2]1[CH:3]=[N:4][C:5](Cl)=[C:6]([CH:9]=1)[CH:7]=[O:8].Cl.[CH3:12][CH:13]1[CH:17]([CH3:18])[CH2:16][NH:15][CH2:14]1.C(=O)([O-])[O-].[Na+].[Na+]. (2) Given the product [Cl:1][C:2]1[CH:8]=[CH:7][CH:6]=[C:4]([NH2:5])[C:3]=1[NH2:9], predict the reactants needed to synthesize it. The reactants are: [Cl:1][C:2]1[C:3]([N+:9]([O-])=O)=[C:4]([CH:6]=[CH:7][CH:8]=1)[NH2:5].C(O)(=O)C. (3) Given the product [OH:33][C:34]1([C:41]2[S:45][CH:44]=[N:43][CH:42]=2)[CH2:35][CH2:36][CH:37]([N:8]2[CH2:11][CH:10]([NH:12][C:13](=[O:32])[CH2:14][NH:15][C:16]3[C:24]4[C:19](=[CH:20][CH:21]=[C:22]([CH:25]([F:30])[C:26]([F:29])([F:28])[F:27])[CH:23]=4)[N:18]([CH3:31])[N:17]=3)[CH2:9]2)[CH2:38][CH2:39]1, predict the reactants needed to synthesize it. The reactants are: OC(C(F)(F)F)=O.[NH:8]1[CH2:11][CH:10]([NH:12][C:13](=[O:32])[CH2:14][NH:15][C:16]2[C:24]3[C:19](=[CH:20][CH:21]=[C:22]([CH:25]([F:30])[C:26]([F:29])([F:28])[F:27])[CH:23]=3)[N:18]([CH3:31])[N:17]=2)[CH2:9]1.[OH:33][C:34]1([C:41]2[S:45][CH:44]=[N:43][CH:42]=2)[CH2:39][CH2:38][C:37](=O)[CH2:36][CH2:35]1. (4) Given the product [CH3:25][C@H:20]1[NH:21][C@@H:22]([CH3:24])[CH2:23][N:18]([C:16]2[CH:15]=[CH:14][C:13]([O:26][CH3:27])=[C:12]([NH:11][S:8]([C:5]3[CH:6]=[CH:7][C:2]([C:30]4[S:29][CH:33]=[CH:32][CH:31]=4)=[C:3]([F:28])[CH:4]=3)(=[O:10])=[O:9])[CH:17]=2)[CH2:19]1, predict the reactants needed to synthesize it. The reactants are: Br[C:2]1[CH:7]=[CH:6][C:5]([S:8]([NH:11][C:12]2[CH:17]=[C:16]([N:18]3[CH2:23][C@H:22]([CH3:24])[NH:21][C@H:20]([CH3:25])[CH2:19]3)[CH:15]=[CH:14][C:13]=2[O:26][CH3:27])(=[O:10])=[O:9])=[CH:4][C:3]=1[F:28].[S:29]1[CH:33]=[CH:32][CH:31]=[C:30]1B(O)O.CC(C)([O-])C.[K+]. (5) Given the product [Br:1][C:2]1[CH:3]=[CH:4][C:5]([Cl:11])=[C:6]([C:7]([C:18]2[CH:19]=[CH:20][C:15]([O:14][CH2:12][CH3:13])=[C:16]([F:21])[CH:17]=2)=[O:8])[CH:10]=1, predict the reactants needed to synthesize it. The reactants are: [Br:1][C:2]1[CH:3]=[CH:4][C:5]([Cl:11])=[C:6]([CH:10]=1)[C:7](Cl)=[O:8].[CH2:12]([O:14][C:15]1[CH:20]=[CH:19][CH:18]=[CH:17][C:16]=1[F:21])[CH3:13].[Cl-].[Cl-].[Cl-].[Al+3]. (6) Given the product [CH3:1][C:2]1[C:3]([N:9]2[CH2:14][CH2:13][N:12]([C:15]([C:17]3[CH:22]=[CH:21][C:20]([N:27]4[CH2:28][C:29](=[O:30])[N:25]([CH3:24])[C:26]4=[O:31])=[CH:19][CH:18]=3)=[O:16])[CH2:11][CH2:10]2)=[N:4][CH:5]=[C:6]([CH3:8])[CH:7]=1, predict the reactants needed to synthesize it. The reactants are: [CH3:1][C:2]1[C:3]([N:9]2[CH2:14][CH2:13][N:12]([C:15]([C:17]3[CH:22]=[CH:21][C:20](I)=[CH:19][CH:18]=3)=[O:16])[CH2:11][CH2:10]2)=[N:4][CH:5]=[C:6]([CH3:8])[CH:7]=1.[CH3:24][N:25]1[C:29](=[O:30])[CH2:28][NH:27][C:26]1=[O:31]. (7) Given the product [CH3:11][O:12][C:13]1[CH:14]=[CH:15][C:16]([CH2:17][N:18]2[C:22]([NH:23][CH:26]=[C:5]3[C:6](=[O:8])[O:7][C:2]([CH3:10])([CH3:1])[O:3][C:4]3=[O:9])=[CH:21][CH:20]=[N:19]2)=[CH:24][CH:25]=1, predict the reactants needed to synthesize it. The reactants are: [CH3:1][C:2]1([CH3:10])[O:7][C:6](=[O:8])[CH2:5][C:4](=[O:9])[O:3]1.[CH3:11][O:12][C:13]1[CH:25]=[CH:24][C:16]([CH2:17][N:18]2[C:22]([NH2:23])=[CH:21][CH:20]=[N:19]2)=[CH:15][CH:14]=1.[CH:26](OCC)(OCC)OCC. (8) Given the product [Cl:1][C:2]1[CH:3]=[N:4][C:5]2[N:6]([N:8]=[C:9]([C:11]([N:24]3[CH2:23][CH2:22][C:21]4[C:26](=[CH:27][CH:28]=[CH:29][C:20]=4[N:14]4[CH2:19][CH2:18][O:17][CH2:16][CH2:15]4)[CH2:25]3)=[O:13])[CH:10]=2)[CH:7]=1, predict the reactants needed to synthesize it. The reactants are: [Cl:1][C:2]1[CH:3]=[N:4][C:5]2[N:6]([N:8]=[C:9]([C:11]([OH:13])=O)[CH:10]=2)[CH:7]=1.[N:14]1([C:20]2[CH:29]=[CH:28][CH:27]=[C:26]3[C:21]=2[CH2:22][CH2:23][NH:24][CH2:25]3)[CH2:19][CH2:18][O:17][CH2:16][CH2:15]1. (9) Given the product [F:8][C:7]1[C:2]([F:1])=[C:3]2[C:4]([CH2:15][CH:16]([CH:17]([CH3:18])[CH3:19])[N:20]=[CH:21]2)=[CH:5][C:6]=1[O:9][CH2:10][CH2:11][CH2:12][O:13][CH3:14], predict the reactants needed to synthesize it. The reactants are: [F:1][C:2]1[CH:3]=[C:4]([CH2:15][CH:16]([NH:20][CH:21]=O)[CH:17]([CH3:19])[CH3:18])[CH:5]=[C:6]([O:9][CH2:10][CH2:11][CH2:12][O:13][CH3:14])[C:7]=1[F:8].O=P(Cl)(Cl)Cl. (10) Given the product [OH:1][C:2]1[C:7]([N+:9]([O-:11])=[O:10])=[CH:6][C:5]([F:8])=[CH:4][N:3]=1, predict the reactants needed to synthesize it. The reactants are: [OH:1][C:2]1[CH:7]=[CH:6][C:5]([F:8])=[CH:4][N:3]=1.[N+:9]([O-])([OH:11])=[O:10].